Dataset: Full USPTO retrosynthesis dataset with 1.9M reactions from patents (1976-2016). Task: Predict the reactants needed to synthesize the given product. Given the product [C:8]([C:12]1[CH:17]=[C:16]([NH:18][C:19]([NH:34][C:35]2[C:44]3[C:39](=[CH:40][CH:41]=[CH:42][CH:43]=3)[C:38]([O:45][C:46]3[CH:51]=[CH:50][N:49]=[C:48]([NH:52][C:53]4[CH:58]=[C:57]([O:59][CH2:60][CH2:61][O:62][CH2:63][CH2:64][O:65][CH2:66][CH2:67][O:68][CH3:69])[CH:56]=[C:55]([O:70][CH3:71])[CH:54]=4)[N:47]=3)=[CH:37][CH:36]=2)=[O:27])[C:15]([O:28][CH3:29])=[C:14]([CH:13]=1)[C:30]([NH:31][CH3:32])=[O:33])([CH3:9])([CH3:10])[CH3:11], predict the reactants needed to synthesize it. The reactants are: C(N(CC)CC)C.[C:8]([C:12]1[CH:13]=[C:14]([C:30](=[O:33])[NH:31][CH3:32])[C:15]([O:28][CH3:29])=[C:16]([NH:18][C:19](=[O:27])OC2C=CC=CC=2)[CH:17]=1)([CH3:11])([CH3:10])[CH3:9].[NH2:34][C:35]1[C:44]2[C:39](=[CH:40][CH:41]=[CH:42][CH:43]=2)[C:38]([O:45][C:46]2[CH:51]=[CH:50][N:49]=[C:48]([NH:52][C:53]3[CH:58]=[C:57]([O:59][CH2:60][CH2:61][O:62][CH2:63][CH2:64][O:65][CH2:66][CH2:67][O:68][CH3:69])[CH:56]=[C:55]([O:70][CH3:71])[CH:54]=3)[N:47]=2)=[CH:37][CH:36]=1.